Dataset: Full USPTO retrosynthesis dataset with 1.9M reactions from patents (1976-2016). Task: Predict the reactants needed to synthesize the given product. (1) Given the product [C:1]([N:5]1[C:9]2=[N:10][CH:11]=[N:12][C:13]([NH:14][S:25]([CH3:24])(=[O:27])=[O:26])=[C:8]2[C:7]([C:15]2[CH:16]=[CH:17][C:18]([Cl:21])=[CH:19][CH:20]=2)=[N:6]1)([CH3:4])([CH3:2])[CH3:3], predict the reactants needed to synthesize it. The reactants are: [C:1]([N:5]1[C:9]2=[N:10][CH:11]=[N:12][C:13]([NH2:14])=[C:8]2[C:7]([C:15]2[CH:20]=[CH:19][C:18]([Cl:21])=[CH:17][CH:16]=2)=[N:6]1)([CH3:4])([CH3:3])[CH3:2].[H-].[Na+].[CH3:24][S:25](Cl)(=[O:27])=[O:26]. (2) Given the product [F:23][C:24]([F:29])([F:28])[C:25]([OH:27])=[O:26].[NH2:8][C:9]1[CH:10]=[CH:11][C:12]([C:13]([NH:15][CH2:16][CH2:17][C:18]([OH:20])=[O:19])=[O:14])=[CH:21][CH:22]=1, predict the reactants needed to synthesize it. The reactants are: C(OC([NH:8][C:9]1[CH:22]=[CH:21][C:12]([C:13]([NH:15][CH2:16][CH2:17][C:18]([OH:20])=[O:19])=[O:14])=[CH:11][CH:10]=1)=O)(C)(C)C.[F:23][C:24]([F:29])([F:28])[C:25]([OH:27])=[O:26]. (3) Given the product [Cl:24][C:25]1[C:30]([Cl:31])=[CH:29][CH:28]=[CH:27][C:26]=1[S:32]([NH:1][C:2]1[CH:23]=[CH:22][C:5]([O:6][C:7]2[CH:16]=[CH:15][N:14]=[C:13]3[C:8]=2[C:9]2[CH:21]=[CH:20][CH:19]=[CH:18][C:10]=2[C:11](=[O:17])[NH:12]3)=[CH:4][CH:3]=1)(=[O:34])=[O:33], predict the reactants needed to synthesize it. The reactants are: [NH2:1][C:2]1[CH:23]=[CH:22][C:5]([O:6][C:7]2[CH:16]=[CH:15][N:14]=[C:13]3[C:8]=2[C:9]2[CH:21]=[CH:20][CH:19]=[CH:18][C:10]=2[C:11](=[O:17])[NH:12]3)=[CH:4][CH:3]=1.[Cl:24][C:25]1[C:30]([Cl:31])=[CH:29][CH:28]=[CH:27][C:26]=1[S:32](Cl)(=[O:34])=[O:33].CCN(CC)CC.Cl. (4) Given the product [NH2:1][C:2]1[S:3][C:4]2[C:9]([N:10]=1)=[CH:8][CH:7]=[C:6]([C:11]1[CH:12]=[C:13]([CH:17]=[CH:18][CH:19]=1)[C:14]([NH:67][C:66]1[CH:68]=[CH:69][CH:70]=[C:64]([C:63]([F:62])([F:71])[F:72])[CH:65]=1)=[O:16])[N:5]=2, predict the reactants needed to synthesize it. The reactants are: [NH2:1][C:2]1[S:3][C:4]2[C:9]([N:10]=1)=[CH:8][CH:7]=[C:6]([C:11]1[CH:12]=[C:13]([CH:17]=[CH:18][CH:19]=1)[C:14]([OH:16])=O)[N:5]=2.C(N(CC)C(C)C)(C)C.C[NH3+].F[P-](F)(F)(F)(F)F.N1(OC(N(C)C)=[N+](C)C)C2N=CC=CC=2N=N1.F[P-](F)(F)(F)(F)F.[F:62][C:63]([F:72])([F:71])[C:64]1[CH:65]=[C:66]([CH:68]=[CH:69][CH:70]=1)[NH2:67].[NH4+].[Cl-].